This data is from Reaction yield outcomes from USPTO patents with 853,638 reactions. The task is: Predict the reaction yield, written as a fraction of the theoretical maximum amount of product (1.0 means a 100% yield; for example, 0.34 means a 34% yield). (1) The reactants are [NH2:1][C:2]1[N:7]=[CH:6][N:5]=[C:4]([NH:8][C@H:9]([C:11]2[N:16]([C:17]3[CH:22]=[CH:21][CH:20]=[CH:19][CH:18]=3)[C:15](=[O:23])[C:14]3=[CH:24][CH:25]=[CH:26][N:13]3[N:12]=2)[CH3:10])[C:3]=1Br.[CH3:28][O:29][C:30]1[CH:35]=[CH:34][C:33]([S:36]([NH:39][C:40]2[CH:45]=[CH:44][CH:43]=[C:42](B3OC(C)(C)C(C)(C)O3)[CH:41]=2)(=[O:38])=[O:37])=[CH:32][CH:31]=1.C(=O)([O-])[O-].[Cs+].[Cs+]. No catalyst specified. The product is [NH2:1][C:2]1[C:3]([C:42]2[CH:41]=[C:40]([NH:39][S:36]([C:33]3[CH:34]=[CH:35][C:30]([O:29][CH3:28])=[CH:31][CH:32]=3)(=[O:38])=[O:37])[CH:45]=[CH:44][CH:43]=2)=[C:4]([NH:8][C@H:9]([C:11]2[N:16]([C:17]3[CH:22]=[CH:21][CH:20]=[CH:19][CH:18]=3)[C:15](=[O:23])[C:14]3=[CH:24][CH:25]=[CH:26][N:13]3[N:12]=2)[CH3:10])[N:5]=[CH:6][N:7]=1. The yield is 0.590. (2) The reactants are [Cl:1][C:2]1[CH:3]=[C:4]([C@@H:9]2[C:18]3[C:13](=[CH:14][CH:15]=[CH:16][CH:17]=3)[C:12](=O)[C:11](=[CH:20]N(C)C)[CH2:10]2)[CH:5]=[CH:6][C:7]=1[Cl:8].Cl.[NH:25]([C@@H:29]1[CH2:34][CH2:33][CH2:32][N:31]([C:35]([O:37][C:38]([CH3:41])([CH3:40])[CH3:39])=[O:36])[CH2:30]1)[C:26]([NH2:28])=[NH:27]. No catalyst specified. The product is [Cl:1][C:2]1[CH:3]=[C:4]([C@@H:9]2[C:18]3[CH:17]=[CH:16][CH:15]=[CH:14][C:13]=3[C:12]3[N:27]=[C:26]([NH:25][C@@H:29]4[CH2:34][CH2:33][CH2:32][N:31]([C:35]([O:37][C:38]([CH3:41])([CH3:40])[CH3:39])=[O:36])[CH2:30]4)[N:28]=[CH:20][C:11]=3[CH2:10]2)[CH:5]=[CH:6][C:7]=1[Cl:8]. The yield is 0.570.